This data is from Forward reaction prediction with 1.9M reactions from USPTO patents (1976-2016). The task is: Predict the product of the given reaction. Given the reactants C[O:2][C:3](=[O:39])[C:4]1[CH:9]=[CH:8][CH:7]=[C:6]([O:10][C:11]2[CH:20]=[CH:19][C:18]3[CH2:17][CH2:16][C@H:15]([N:21]([CH2:29][C@@H:30]([C:32]4[CH:37]=[CH:36][CH:35]=[C:34]([Cl:38])[CH:33]=4)[OH:31])C(OC(C)(C)C)=O)[CH2:14][C:13]=3[CH:12]=2)[CH:5]=1.[OH-].[Na+], predict the reaction product. The product is: [ClH:38].[Cl:38][C:34]1[CH:33]=[C:32]([C@@H:30]([OH:31])[CH2:29][NH:21][C@@H:15]2[CH2:14][C:13]3[CH:12]=[C:11]([O:10][C:6]4[CH:5]=[C:4]([CH:9]=[CH:8][CH:7]=4)[C:3]([OH:39])=[O:2])[CH:20]=[CH:19][C:18]=3[CH2:17][CH2:16]2)[CH:37]=[CH:36][CH:35]=1.